Dataset: Forward reaction prediction with 1.9M reactions from USPTO patents (1976-2016). Task: Predict the product of the given reaction. (1) Given the reactants Cl[C:2]1[CH:7]=[C:6]([Cl:8])[CH:5]=[C:4]([Cl:9])[N:3]=1.[F:10][C:11]1[CH:16]=[CH:15][C:14]([C@@H:17]([NH2:19])[CH3:18])=[CH:13][CH:12]=1.C(N(CC)C(C)C)(C)C, predict the reaction product. The product is: [Cl:8][C:6]1[CH:5]=[C:4]([Cl:9])[N:3]=[C:2]([NH:19][C@H:17]([C:14]2[CH:15]=[CH:16][C:11]([F:10])=[CH:12][CH:13]=2)[CH3:18])[CH:7]=1. (2) Given the reactants [CH3:1]O.[Br:3][C:4]1[CH:12]=[CH:11][C:7]([C:8]([OH:10])=[O:9])=[C:6]([Cl:13])[CH:5]=1.Cl, predict the reaction product. The product is: [Br:3][C:4]1[CH:12]=[CH:11][C:7]([C:8]([O:10][CH3:1])=[O:9])=[C:6]([Cl:13])[CH:5]=1.